Dataset: Peptide-MHC class I binding affinity with 185,985 pairs from IEDB/IMGT. Task: Regression. Given a peptide amino acid sequence and an MHC pseudo amino acid sequence, predict their binding affinity value. This is MHC class I binding data. (1) The peptide sequence is RIYKRSLKL. The MHC is BoLA-JSP.1 with pseudo-sequence BoLA-JSP.1. The binding affinity (normalized) is 0.270. (2) The peptide sequence is EENLIDFAS. The MHC is HLA-A02:01 with pseudo-sequence HLA-A02:01. The binding affinity (normalized) is 0.0847. (3) The peptide sequence is FLGKIWPSYK. The MHC is HLA-A01:01 with pseudo-sequence HLA-A01:01. The binding affinity (normalized) is 0.00435. (4) The peptide sequence is NLQKESRACL. The MHC is HLA-A02:01 with pseudo-sequence HLA-A02:01. The binding affinity (normalized) is 0.150. (5) The peptide sequence is ILAALFMYY. The MHC is HLA-A03:01 with pseudo-sequence HLA-A03:01. The binding affinity (normalized) is 1.00.